This data is from Full USPTO retrosynthesis dataset with 1.9M reactions from patents (1976-2016). The task is: Predict the reactants needed to synthesize the given product. (1) Given the product [NH2:29][C:25]1[N:24]=[CH:23][C:22]([C:19]2[CH:20]=[CH:21][C:16]([C:15]([N:11]3[CH2:10][CH:9]([CH3:31])[NH:8][CH:13]([CH3:14])[CH2:12]3)=[O:30])=[CH:17][CH:18]=2)=[CH:27][C:26]=1[O:28][CH2:33][C:34]1[CH:39]=[CH:38][CH:37]=[CH:36][C:35]=1[CH3:40], predict the reactants needed to synthesize it. The reactants are: C(OC([N:8]1[C@@H:13]([CH3:14])[CH2:12][N:11]([C:15](=[O:30])[C:16]2[CH:21]=[CH:20][C:19]([C:22]3[CH:23]=[N:24][C:25]([NH2:29])=[C:26]([OH:28])[CH:27]=3)=[CH:18][CH:17]=2)[CH2:10][C@H:9]1[CH3:31])=O)(C)(C)C.Br[CH2:33][C:34]1[CH:39]=[CH:38][CH:37]=[CH:36][C:35]=1[CH3:40].C([O-])([O-])=O.[Cs+].[Cs+].O. (2) Given the product [C:18](=[C:6]([CH2:7][C:8]([O:10][CH2:11][CH3:12])=[O:9])[C:5]([O:14][CH2:15][CH3:16])=[O:13])([CH3:20])[CH3:17], predict the reactants needed to synthesize it. The reactants are: [O-]CC.[K+].[C:5]([O:14][CH2:15][CH3:16])(=[O:13])[CH2:6][CH2:7][C:8]([O:10][CH2:11][CH3:12])=[O:9].[CH3:17][C:18]([CH3:20])=O.C(Br)C. (3) Given the product [CH:1]([C:2]1[N:3]=[N:4][CH:5]=[CH:6][CH:7]=1)=[CH:8][C:9]1[CH:14]=[CH:13][CH:12]=[CH:11][CH:10]=1, predict the reactants needed to synthesize it. The reactants are: [CH3:1][C:2]1[N:3]=[N:4][CH:5]=[CH:6][CH:7]=1.[CH:8](=O)[C:9]1[CH:14]=[CH:13][CH:12]=[CH:11][CH:10]=1. (4) Given the product [F:1][C:2]1[CH:7]=[CH:6][C:5]([CH3:8])=[CH:4][C:3]=1[NH:9][C:10]([NH:12][C:13]1[CH:33]=[CH:32][C:16]([O:17][C:18]2[CH:23]=[CH:22][N:21]=[C:20]([C:24]3[CH:25]=[C:26]([C:29]([NH:73][CH2:72][CH2:71][C:70]([O:69][CH3:68])=[O:74])=[O:31])[S:27][CH:28]=3)[CH:19]=2)=[CH:15][CH:14]=1)=[O:11], predict the reactants needed to synthesize it. The reactants are: [F:1][C:2]1[CH:7]=[CH:6][C:5]([CH3:8])=[CH:4][C:3]=1[NH:9][C:10]([NH:12][C:13]1[CH:33]=[CH:32][C:16]([O:17][C:18]2[CH:23]=[CH:22][N:21]=[C:20]([C:24]3[CH:25]=[C:26]([C:29]([OH:31])=O)[S:27][CH:28]=3)[CH:19]=2)=[CH:15][CH:14]=1)=[O:11].CN(C(ON1N=NC2C=CC=NC1=2)=[N+](C)C)C.F[P-](F)(F)(F)(F)F.C(N(CC)C(C)C)(C)C.Cl.[CH3:68][O:69][C:70](=[O:74])[CH2:71][CH2:72][NH2:73].Cl. (5) Given the product [NH2:1][C:4]1[CH:5]=[C:6]([C:10]#[C:11][CH2:12][CH2:13][CH2:14][OH:15])[CH:7]=[CH:8][CH:9]=1, predict the reactants needed to synthesize it. The reactants are: [N+:1]([C:4]1[CH:5]=[C:6]([C:10]#[C:11][CH2:12][CH2:13][CH2:14][OH:15])[CH:7]=[CH:8][CH:9]=1)([O-])=O.Cl. (6) Given the product [CH3:1]/[CH:2]=[C:3]1/[C:4]([NH:6][C@@H:7]([CH:34]([CH3:36])[CH3:35])[C:8]([O:10][C@H:11](/[CH:29]=[CH:30]/[CH2:31][CH2:32][SH:33])[CH2:12][C:13]([CH2:15][C@H:16]([CH:26]([CH3:27])[CH3:28])[C:17]([NH:19][C@H:20]([CH2:24][SH:25])[C:21]([NH:23]/1)=[O:22])=[O:18])=[O:14])=[O:9])=[O:5].[CH2:46]([OH:47])[C@H:44]([C@H:42]([C@@H:40]([C@@H:38]([CH2:37][OH:48])[OH:39])[OH:41])[OH:43])[OH:45], predict the reactants needed to synthesize it. The reactants are: [CH3:1]/[CH:2]=[C:3]1/[C:4]([NH:6][C@@H:7]([CH:34]([CH3:36])[CH3:35])[C:8]([O:10][C@H:11](/[CH:29]=[CH:30]/[CH2:31][CH2:32][SH:33])[CH2:12][C:13]([CH2:15][C@H:16]([CH:26]([CH3:28])[CH3:27])[C:17]([NH:19][C@H:20]([CH2:24][SH:25])[C:21]([NH:23]/1)=[O:22])=[O:18])=[O:14])=[O:9])=[O:5].[CH2:37]([OH:48])[C@H:38]([C@H:40]([C@@H:42]([C@@H:44]([CH2:46][OH:47])[OH:45])[OH:43])[OH:41])[OH:39]. (7) Given the product [Br:1][C:2]1[CH:3]=[C:4]([F:9])[C:5]([NH:11][NH2:12])=[N:6][CH:7]=1, predict the reactants needed to synthesize it. The reactants are: [Br:1][C:2]1[CH:3]=[C:4]([F:9])[C:5](F)=[N:6][CH:7]=1.O.[NH2:11][NH2:12].